From a dataset of Forward reaction prediction with 1.9M reactions from USPTO patents (1976-2016). Predict the product of the given reaction. Given the reactants [F:1][C:2]1[CH:7]=[CH:6][C:5](/[CH:8]=[CH:9]/[C:10](O)=[O:11])=[CH:4][C:3]=1[O:13][CH3:14].C(N(CC)CC)C.P([N:38]=[N+:39]=[N-:40])(=O)(OC1C=CC=CC=1)OC1C=CC=CC=1, predict the reaction product. The product is: [F:1][C:2]1[CH:7]=[CH:6][C:5](/[CH:8]=[CH:9]/[C:10]([N:38]=[N+:39]=[N-:40])=[O:11])=[CH:4][C:3]=1[O:13][CH3:14].